This data is from Forward reaction prediction with 1.9M reactions from USPTO patents (1976-2016). The task is: Predict the product of the given reaction. (1) Given the reactants C([O:3][C:4](=[O:40])[C:5]1[CH:10]=[CH:9][C:8]([CH2:11][O:12][C:13]2[CH:18]=[CH:17][C:16]([Cl:19])=[C:15]([CH:20]([CH3:39])[C:21]([OH:38])([C:26]3[CH:27]=[CH:28][C:29]4[O:34][CH2:33][C:32](=[O:35])[N:31]([CH3:36])[C:30]=4[CH:37]=3)[C:22]([F:25])([F:24])[F:23])[CH:14]=2)=[CH:7][CH:6]=1)C.[Li+].[OH-].Cl, predict the reaction product. The product is: [Cl:19][C:16]1[CH:17]=[CH:18][C:13]([O:12][CH2:11][C:8]2[CH:7]=[CH:6][C:5]([C:4]([OH:40])=[O:3])=[CH:10][CH:9]=2)=[CH:14][C:15]=1[CH:20]([CH3:39])[C:21]([OH:38])([C:26]1[CH:27]=[CH:28][C:29]2[O:34][CH2:33][C:32](=[O:35])[N:31]([CH3:36])[C:30]=2[CH:37]=1)[C:22]([F:23])([F:24])[F:25]. (2) Given the reactants [OH:1][CH2:2][CH2:3][N:4]1[CH2:9][CH2:8][N:7]([C:10]([O:12][C:13]([CH3:16])([CH3:15])[CH3:14])=[O:11])[CH2:6][CH2:5]1.[H-].[Na+].[F:19][C:20]1[CH:27]=[CH:26][CH:25]=[C:24](F)[C:21]=1[C:22]#[N:23], predict the reaction product. The product is: [C:13]([O:12][C:10]([N:7]1[CH2:8][CH2:9][N:4]([CH2:3][CH2:2][O:1][C:24]2[CH:25]=[CH:26][CH:27]=[C:20]([F:19])[C:21]=2[C:22]#[N:23])[CH2:5][CH2:6]1)=[O:11])([CH3:16])([CH3:15])[CH3:14]. (3) Given the reactants [NH2:1][C@@H:2]([C:9]1[CH:14]=[CH:13][CH:12]=[C:11]([Cl:15])[CH:10]=1)[CH2:3][C:4]([O:6][CH2:7][CH3:8])=[O:5].Cl[C:17]1[NH:22][C:21](=[O:23])[N:20]([CH2:24][CH3:25])[C:19](=[O:26])[CH:18]=1, predict the reaction product. The product is: [Cl:15][C:11]1[CH:10]=[C:9]([C@H:2]([NH:1][C:17]2[NH:22][C:21](=[O:23])[N:20]([CH2:24][CH3:25])[C:19](=[O:26])[CH:18]=2)[CH2:3][C:4]([O:6][CH2:7][CH3:8])=[O:5])[CH:14]=[CH:13][CH:12]=1. (4) Given the reactants [CH:1]1([N:6]2[CH2:14][C:11]3([CH2:13][CH2:12]3)[C:10](=[O:15])[N:9]([CH3:16])[C:8]3[CH:17]=[N:18][C:19]([NH:21][C:22]4[CH:30]=[CH:29][C:25]([C:26]([OH:28])=O)=[CH:24][C:23]=4[O:31][CH3:32])=[N:20][C:7]2=3)[CH2:5][CH2:4][CH2:3][CH2:2]1.ON1C2C=CC=CC=2N=N1.F[P-](F)(F)(F)(F)F.CN(C(N(C)C)=[N+]1C2C=CC=CC=2[N+]([O-])=N1)C.C(N(C(C)C)C(C)C)C.[NH2:76][CH:77]1[CH2:82][CH2:81][N:80]([CH3:83])[CH2:79][CH2:78]1, predict the reaction product. The product is: [CH:1]1([N:6]2[CH2:14][C:11]3([CH2:12][CH2:13]3)[C:10](=[O:15])[N:9]([CH3:16])[C:8]3[CH:17]=[N:18][C:19]([NH:21][C:22]4[CH:30]=[CH:29][C:25]([C:26]([NH:76][CH:77]5[CH2:82][CH2:81][N:80]([CH3:83])[CH2:79][CH2:78]5)=[O:28])=[CH:24][C:23]=4[O:31][CH3:32])=[N:20][C:7]2=3)[CH2:5][CH2:4][CH2:3][CH2:2]1. (5) Given the reactants [CH3:1][C:2]1([CH3:22])[C:11]2[C:6](=[CH:7][CH:8]=[C:9]([CH3:12])[CH:10]=2)[NH:5][CH:4]([C:13]2[CH:18]=[CH:17][CH:16]=[C:15]([N+:19]([O-])=O)[CH:14]=2)[CH2:3]1.Cl, predict the reaction product. The product is: [CH3:1][C:2]1([CH3:22])[C:11]2[C:6](=[CH:7][CH:8]=[C:9]([CH3:12])[CH:10]=2)[NH:5][CH:4]([C:13]2[CH:14]=[C:15]([NH2:19])[CH:16]=[CH:17][CH:18]=2)[CH2:3]1. (6) Given the reactants [CH2:1]([O:3][C:4](=[O:30])[CH2:5][C:6]1[CH:7]=[C:8]([C:14]2[CH:19]=[CH:18][C:17]([C:20]3[CH:21]=[N:22][N:23]([CH3:25])[CH:24]=3)=[CH:16][C:15]=2[CH2:26][NH:27][CH2:28][CH3:29])[C:9]([O:12][CH3:13])=[CH:10][CH:11]=1)[CH3:2].[CH:31]1([C:34](Cl)=[O:35])[CH2:33][CH2:32]1, predict the reaction product. The product is: [CH2:1]([O:3][C:4](=[O:30])[CH2:5][C:6]1[CH:7]=[C:8]([C:14]2[CH:19]=[CH:18][C:17]([C:20]3[CH:21]=[N:22][N:23]([CH3:25])[CH:24]=3)=[CH:16][C:15]=2[CH2:26][N:27]([C:34]([CH:31]2[CH2:33][CH2:32]2)=[O:35])[CH2:28][CH3:29])[C:9]([O:12][CH3:13])=[CH:10][CH:11]=1)[CH3:2]. (7) Given the reactants [CH2:1]([O:8][C:9](=[O:17])[NH:10][CH:11]([CH2:14][O:15][CH3:16])[CH2:12][CH3:13])[C:2]1[CH:7]=[CH:6][CH:5]=[CH:4][CH:3]=1.[CH3:18]I.[H-].[Na+], predict the reaction product. The product is: [CH2:1]([O:8][C:9](=[O:17])[N:10]([CH:11]([CH2:14][O:15][CH3:16])[CH2:12][CH3:13])[CH3:18])[C:2]1[CH:7]=[CH:6][CH:5]=[CH:4][CH:3]=1. (8) Given the reactants [NH:1]1[CH:5]=[N:4][CH:3]=[N:2]1.C(=O)([O-])[O-].[K+].[K+].[OH-].[K+].[C:14]([C:16]([C:19]1[CH:20]=[C:21]([CH:24]=[C:25]([C:27]([C:30]#[N:31])([CH3:29])[CH3:28])[CH:26]=1)[CH2:22]Br)([CH3:18])[CH3:17])#[N:15], predict the reaction product. The product is: [N:1]1([CH2:22][C:21]2[CH:20]=[C:19]([C:16]([CH3:18])([CH3:17])[C:14]#[N:15])[CH:26]=[C:25]([C:27]([CH3:29])([CH3:28])[C:30]#[N:31])[CH:24]=2)[CH:5]=[N:4][CH:3]=[N:2]1. (9) Given the reactants CO[C:3]([C@@H:5]1[CH2:9][C@H:8]([O:10][CH3:11])[C@@H:7]([NH:12][C:13]([C:15]2[S:16][C:17]([Cl:20])=[CH:18][CH:19]=2)=[O:14])[CH2:6]1)=[O:4].[NH2:21][C:22]1[CH:27]=[CH:26][C:25]([N:28]2[CH:33]=[CH:32][CH:31]=[CH:30][C:29]2=[O:34])=[CH:24][C:23]=1[F:35], predict the reaction product. The product is: [F:35][C:23]1[CH:24]=[C:25]([N:28]2[CH:33]=[CH:32][CH:31]=[CH:30][C:29]2=[O:34])[CH:26]=[CH:27][C:22]=1[NH:21][C:3]([C@H:5]1[CH2:6][C@H:7]([NH:12][C:13]([C:15]2[S:16][C:17]([Cl:20])=[CH:18][CH:19]=2)=[O:14])[C@@H:8]([O:10][CH3:11])[CH2:9]1)=[O:4]. (10) Given the reactants [CH3:1][CH:2]([O:4][C:5]1[CH:12]=[CH:11][C:10](B2OC(C)(C)C(C)(C)O2)=[CH:9][C:6]=1[C:7]#[N:8])[CH3:3].Cl[C:23]1[N:28]=[CH:27][C:26]([C:29]2[C:30]([O:43][CH3:44])=[C:31]([CH2:35][CH2:36][CH2:37][C:38]([O:40][CH2:41][CH3:42])=[O:39])[CH:32]=[CH:33][CH:34]=2)=[CH:25][N:24]=1.P([O-])([O-])([O-])=O.[K+].[K+].[K+], predict the reaction product. The product is: [C:7]([C:6]1[CH:9]=[C:10]([C:23]2[N:24]=[CH:25][C:26]([C:29]3[C:30]([O:43][CH3:44])=[C:31]([CH2:35][CH2:36][CH2:37][C:38]([O:40][CH2:41][CH3:42])=[O:39])[CH:32]=[CH:33][CH:34]=3)=[CH:27][N:28]=2)[CH:11]=[CH:12][C:5]=1[O:4][CH:2]([CH3:1])[CH3:3])#[N:8].